Binary Classification. Given a T-cell receptor sequence (or CDR3 region) and an epitope sequence, predict whether binding occurs between them. From a dataset of TCR-epitope binding with 47,182 pairs between 192 epitopes and 23,139 TCRs. The epitope is RLRAEAQVK. The TCR CDR3 sequence is CASSPRQGHEQYF. Result: 0 (the TCR does not bind to the epitope).